Dataset: Full USPTO retrosynthesis dataset with 1.9M reactions from patents (1976-2016). Task: Predict the reactants needed to synthesize the given product. (1) The reactants are: [C:1]([C:4]1[CH:5]=[CH:6][C:7]([O:10][CH2:11][C:12]([O:14][CH3:15])=[O:13])=[N:8][CH:9]=1)(=O)[CH3:2].C([O-])(=O)C.[Na+].[Cl-].[OH:22][NH3+:23]. Given the product [OH:22][N:23]=[C:1]([C:4]1[CH:5]=[CH:6][C:7]([O:10][CH2:11][C:12]([O:14][CH3:15])=[O:13])=[N:8][CH:9]=1)[CH3:2], predict the reactants needed to synthesize it. (2) Given the product [NH2:25][C:11]1[C:10]([Cl:16])=[CH:9][C:8]([F:17])=[C:7]([CH:15]=1)[CH2:6][NH:5][C:3](=[O:4])[C:2]([F:19])([F:18])[F:1], predict the reactants needed to synthesize it. The reactants are: [F:1][C:2]([F:19])([F:18])[C:3]([NH:5][CH2:6][C:7]1[C:8]([F:17])=[CH:9][C:10]([Cl:16])=[C:11]([CH:15]=1)C(O)=O)=[O:4].OS(O)(=O)=O.[N-:25]=[N+]=[N-].[Na+]. (3) Given the product [OH:2][C:3]1[CH:12]=[C:11]2[C:6]([C@H:7]([C:23]3[CH:28]=[CH:27][C:26]([O:29][CH2:30][CH2:31][N:32]4[CH2:33][CH2:34][CH2:35][CH2:36]4)=[CH:25][CH:24]=3)[C@H:8]([C:13]3[CH:18]=[CH:17][CH:16]=[C:15]([C:19]([F:20])([F:21])[F:22])[CH:14]=3)[CH2:9][O:10]2)=[CH:5][CH:4]=1, predict the reactants needed to synthesize it. The reactants are: C[O:2][C:3]1[CH:12]=[C:11]2[C:6]([C@H:7]([C:23]3[CH:28]=[CH:27][C:26]([O:29][CH2:30][CH2:31][N:32]4[CH2:36][CH2:35][CH2:34][CH2:33]4)=[CH:25][CH:24]=3)[C@H:8]([C:13]3[CH:18]=[CH:17][CH:16]=[C:15]([C:19]([F:22])([F:21])[F:20])[CH:14]=3)[CH2:9][O:10]2)=[CH:5][CH:4]=1.Cl.N1C=CC=CC=1. (4) The reactants are: [NH2:1][C:2]1[N:7]=[CH:6][N:5]=[C:4]2[N:8]([CH:32]3[CH2:36][CH2:35][NH:34][CH2:33]3)[N:9]=[C:10]([C:11]3[CH:16]=[CH:15][C:14]([NH:17][C:18]([C:20]4[N:21]([CH3:29])[C:22]5[C:27]([CH:28]=4)=[CH:26][CH:25]=[CH:24][CH:23]=5)=[O:19])=[C:13]([O:30][CH3:31])[CH:12]=3)[C:3]=12.[CH3:37][O:38][CH2:39][CH2:40]Br.C(=O)([O-])[O-].[K+].[K+].O. Given the product [NH2:1][C:2]1[N:7]=[CH:6][N:5]=[C:4]2[N:8]([CH:32]3[CH2:36][CH2:35][N:34]([CH2:40][CH2:39][O:38][CH3:37])[CH2:33]3)[N:9]=[C:10]([C:11]3[CH:16]=[CH:15][C:14]([NH:17][C:18]([C:20]4[N:21]([CH3:29])[C:22]5[C:27]([CH:28]=4)=[CH:26][CH:25]=[CH:24][CH:23]=5)=[O:19])=[C:13]([O:30][CH3:31])[CH:12]=3)[C:3]=12, predict the reactants needed to synthesize it.